From a dataset of Forward reaction prediction with 1.9M reactions from USPTO patents (1976-2016). Predict the product of the given reaction. (1) Given the reactants C(N(CC)CC)C.Cl.[CH3:9][NH:10][CH2:11][C:12]1[CH:20]=[CH:19][CH:18]=[C:17]2[C:13]=1[CH2:14][N:15]([CH:22]1[CH2:27][CH2:26][C:25](=[O:28])[NH:24][C:23]1=[O:29])[C:16]2=[O:21].[C:30]1([N:36]=[C:37]=[O:38])[CH:35]=[CH:34][CH:33]=[CH:32][CH:31]=1, predict the reaction product. The product is: [O:29]=[C:23]1[CH:22]([N:15]2[CH2:14][C:13]3[C:17](=[CH:18][CH:19]=[CH:20][C:12]=3[CH2:11][N:10]([CH3:9])[C:37]([NH:36][C:30]3[CH:35]=[CH:34][CH:33]=[CH:32][CH:31]=3)=[O:38])[C:16]2=[O:21])[CH2:27][CH2:26][C:25](=[O:28])[NH:24]1. (2) Given the reactants F[C:2]1[CH:3]=[CH:4][C:5]([N+:14]([O-:16])=[O:15])=[C:6]([N:8]2[CH2:13][CH2:12][CH2:11][CH2:10][CH2:9]2)[CH:7]=1.C[C:18]1[CH:22]=[CH:21][NH:20][N:19]=1.[OH-].[Na+].[CH3:25]S(C)=O, predict the reaction product. The product is: [CH3:25][C:22]1[CH:18]=[N:19][N:20]([C:2]2[CH:3]=[CH:4][C:5]([N+:14]([O-:16])=[O:15])=[C:6]([N:8]3[CH2:13][CH2:12][CH2:11][CH2:10][CH2:9]3)[CH:7]=2)[CH:21]=1. (3) Given the reactants Br[C:2]1[CH:3]=[C:4]([CH:15]=[CH:16][C:17]=1[O:18][CH3:19])[C:5]([N:7]([CH3:14])[C:8]1[CH:9]=[N:10][CH:11]=[CH:12][CH:13]=1)=[O:6].[NH:20]1[CH:24]=[CH:23][CH:22]=[N:21]1.C(=O)([O-])[O-].[K+].[K+].OC1C=CC=C2C=1N=CC=C2, predict the reaction product. The product is: [CH3:19][O:18][C:17]1[CH:16]=[CH:15][C:4]([C:5]([N:7]([CH3:14])[C:8]2[CH:9]=[N:10][CH:11]=[CH:12][CH:13]=2)=[O:6])=[CH:3][C:2]=1[N:20]1[CH:24]=[CH:23][CH:22]=[N:21]1. (4) The product is: [CH3:31][N:32]1[CH2:37][CH2:36][C:35]2[N:8]([CH2:12][CH2:13][NH:14][C:15](=[O:22])[O:16][CH2:17][C:18]([Cl:21])([Cl:20])[Cl:19])[C:5]3[CH:4]=[CH:3][C:2]([CH3:10])=[CH:7][C:6]=3[C:34]=2[CH2:33]1. Given the reactants Cl.[C:2]1([CH3:10])[CH:7]=[CH:6][C:5]([NH:8]N)=[CH:4][CH:3]=1.Br[CH2:12][CH2:13][NH:14][C:15](=[O:22])[O:16][CH2:17][C:18]([Cl:21])([Cl:20])[Cl:19].C(N(CC)CC)C.Cl.[CH3:31][N:32]1[CH2:37][CH2:36][C:35](=O)[CH2:34][CH2:33]1.C(O)(C(F)(F)F)=O, predict the reaction product. (5) Given the reactants [CH2:1]([NH:3][C:4](=[O:22])[C:5]1[CH:10]=[CH:9][C:8]([CH3:11])=[C:7]([C:12]2[CH:20]=[C:19]3[C:15]([C:16](I)=[N:17][NH:18]3)=[CH:14][CH:13]=2)[CH:6]=1)[CH3:2].[F:23][C:24]1[N:29]=[CH:28][C:27](B(O)O)=[CH:26][CH:25]=1.C(=O)([O-])O.[Na+], predict the reaction product. The product is: [CH2:1]([NH:3][C:4](=[O:22])[C:5]1[CH:10]=[CH:9][C:8]([CH3:11])=[C:7]([C:12]2[CH:20]=[C:19]3[C:15]([C:16]([C:27]4[CH:28]=[N:29][C:24]([F:23])=[CH:25][CH:26]=4)=[N:17][NH:18]3)=[CH:14][CH:13]=2)[CH:6]=1)[CH3:2]. (6) Given the reactants [C:1]([NH:4][C:5]([CH2:16][CH2:17][C:18]1[CH:23]=[CH:22][C:21]([O:24][C:25]2[CH:30]=[CH:29][C:28]([C:31]3[N:32]=[C:33]([CH2:36][CH2:37][CH3:38])[O:34][CH:35]=3)=[CH:27][CH:26]=2)=[CH:20][CH:19]=1)([C:11](OCC)=[O:12])[C:6](OCC)=[O:7])(=[O:3])[CH3:2].OP([O-])([O-])=O.[K+].[K+].[BH4-].[Na+].[OH-].[Na+], predict the reaction product. The product is: [OH:7][CH2:6][C:5]([NH:4][C:1](=[O:3])[CH3:2])([CH2:11][OH:12])[CH2:16][CH2:17][C:18]1[CH:19]=[CH:20][C:21]([O:24][C:25]2[CH:30]=[CH:29][C:28]([C:31]3[N:32]=[C:33]([CH2:36][CH2:37][CH3:38])[O:34][CH:35]=3)=[CH:27][CH:26]=2)=[CH:22][CH:23]=1. (7) Given the reactants [CH2:1]([C:8]1[CH:9]=[N:10][C:11]2[C:16]([C:17]=1[C:18]1[CH:19]=[C:20]([NH2:24])[CH:21]=[CH:22][CH:23]=1)=[CH:15][CH:14]=[CH:13][C:12]=2[C:25]([F:28])([F:27])[F:26])[C:2]1[CH:7]=[CH:6][CH:5]=[CH:4][CH:3]=1.[Br:29][C:30]1[CH:31]=[CH:32][C:33]([O:38][CH2:39][CH3:40])=[C:34]([CH:37]=1)[CH:35]=O, predict the reaction product. The product is: [CH2:1]([C:8]1[CH:9]=[N:10][C:11]2[C:16]([C:17]=1[C:18]1[CH:19]=[C:20]([NH:24][CH2:35][C:34]3[CH:37]=[C:30]([Br:29])[CH:31]=[CH:32][C:33]=3[O:38][CH2:39][CH3:40])[CH:21]=[CH:22][CH:23]=1)=[CH:15][CH:14]=[CH:13][C:12]=2[C:25]([F:28])([F:26])[F:27])[C:2]1[CH:3]=[CH:4][CH:5]=[CH:6][CH:7]=1. (8) Given the reactants Cl[C:2]1[CH:3]=[CH:4][C:5]2[N:6]([CH:8]=[C:9]([C:11]3[CH:16]=[CH:15][C:14]([S:17][N:18]([CH3:20])[CH3:19])=[CH:13][CH:12]=3)[N:10]=2)[N:7]=1.[F-:21].[K+].C1N2CCOCCOCCN(CCOCCOCC2)CCOCCOC1.CCCCCC, predict the reaction product. The product is: [CH3:19][N:18]([CH3:20])[S:17][C:14]1[CH:15]=[CH:16][C:11]([C:9]2[N:10]=[C:5]3[CH:4]=[CH:3][C:2]([F:21])=[N:7][N:6]3[CH:8]=2)=[CH:12][CH:13]=1. (9) Given the reactants [NH2:1][C:2]1[S:6][N:5]=[C:4]([CH3:7])[C:3]=1[C:8]#[N:9].[N:10]([O-])=[O:11].[Na+].O, predict the reaction product. The product is: [C:8]([C:3]1[C:4]([CH3:7])=[N:5][S:6][C:2]=1[NH:1][N:10]=[O:11])#[N:9]. (10) The product is: [Cl:24][C:21]1[CH:22]=[CH:23][C:18]([C:17]2[C:2]([C:26]#[C:25][C:27]3([OH:32])[CH2:31][CH2:30][CH2:29][CH2:28]3)=[N:3][CH:4]=[C:5]([CH:16]=2)[C:6]([NH:8][C@@H:9]2[CH2:14][CH2:13][CH2:12][CH2:11][C@H:10]2[OH:15])=[O:7])=[CH:19][CH:20]=1. Given the reactants Cl[C:2]1[C:17]([C:18]2[CH:23]=[CH:22][C:21]([Cl:24])=[CH:20][CH:19]=2)=[CH:16][C:5]([C:6]([NH:8][C@@H:9]2[CH2:14][CH2:13][CH2:12][CH2:11][C@H:10]2[OH:15])=[O:7])=[CH:4][N:3]=1.[C:25]([C:27]1([OH:32])[CH2:31][CH2:30][CH2:29][CH2:28]1)#[CH:26], predict the reaction product.